Dataset: Full USPTO retrosynthesis dataset with 1.9M reactions from patents (1976-2016). Task: Predict the reactants needed to synthesize the given product. (1) The reactants are: [CH2:1]([O:3][C:4]([C:6]1([C:9]2[N:19]=[C:12]3[C:13]([O:17][CH3:18])=[CH:14][CH:15]=[CH:16][N:11]3[N:10]=2)[CH2:8][CH2:7]1)=[O:5])[CH3:2].[Br:20]N1C(=O)CCC1=O. Given the product [CH2:1]([O:3][C:4]([C:6]1([C:9]2[N:19]=[C:12]3[C:13]([O:17][CH3:18])=[CH:14][CH:15]=[C:16]([Br:20])[N:11]3[N:10]=2)[CH2:8][CH2:7]1)=[O:5])[CH3:2], predict the reactants needed to synthesize it. (2) Given the product [Br:19][C:3]1[C:2]([OH:1])=[C:7]([C:6]([CH3:13])=[C:5]([O:14][S:15]([CH3:18])(=[O:17])=[O:16])[CH:4]=1)[C:8]([O:10][CH2:11][CH3:12])=[O:9], predict the reactants needed to synthesize it. The reactants are: [OH:1][C:2]1[C:7]([C:8]([O:10][CH2:11][CH3:12])=[O:9])=[C:6]([CH3:13])[C:5]([O:14][S:15]([CH3:18])(=[O:17])=[O:16])=[CH:4][CH:3]=1.[Br:19]N1C(=O)CCC1=O.